From a dataset of Full USPTO retrosynthesis dataset with 1.9M reactions from patents (1976-2016). Predict the reactants needed to synthesize the given product. (1) Given the product [CH2:1]([O:3][C:4]([C:6]1([C:9]2[CH:10]=[CH:11][C:12]([C:15]3[CH:20]=[CH:19][C:18]([C:21]4[O:25][N:24]=[C:23]([CH3:26])[C:22]=4[CH2:27][NH:28][C:37](=[O:38])[CH:36]([O:29][C:30]4[CH:31]=[CH:32][CH:33]=[CH:34][CH:35]=4)[CH3:40])=[CH:17][CH:16]=3)=[CH:13][CH:14]=2)[CH2:8][CH2:7]1)=[O:5])[CH3:2], predict the reactants needed to synthesize it. The reactants are: [CH2:1]([O:3][C:4]([C:6]1([C:9]2[CH:14]=[CH:13][C:12]([C:15]3[CH:20]=[CH:19][C:18]([C:21]4[O:25][N:24]=[C:23]([CH3:26])[C:22]=4[CH2:27][NH2:28])=[CH:17][CH:16]=3)=[CH:11][CH:10]=2)[CH2:8][CH2:7]1)=[O:5])[CH3:2].[O:29]([CH:36]([CH3:40])[C:37](Cl)=[O:38])[C:30]1[CH:35]=[CH:34][CH:33]=[CH:32][CH:31]=1. (2) Given the product [C:42]1([S:48]([CH:18]([NH:19][CH2:20][C:21]2[CH:26]=[CH:25][C:24]([C:27]([CH3:33])([CH3:32])[CH2:28][CH2:29][CH2:30][CH3:31])=[CH:23][CH:22]=2)[C:14]2[N:13]=[C:12]([N:11]([CH2:34][C:35]([O:37][C:38]([CH3:40])([CH3:39])[CH3:41])=[O:36])[C:9]([O:8][C:4]([CH3:7])([CH3:5])[CH3:6])=[O:10])[CH:17]=[CH:16][CH:15]=2)(=[O:50])=[O:49])[CH:47]=[CH:46][CH:45]=[CH:44][CH:43]=1, predict the reactants needed to synthesize it. The reactants are: C(Cl)Cl.[C:4]([O:8][C:9]([N:11]([CH2:34][C:35]([O:37][C:38]([CH3:41])([CH3:40])[CH3:39])=[O:36])[C:12]1[CH:17]=[CH:16][CH:15]=[C:14]([CH2:18][NH:19][CH2:20][C:21]2[CH:26]=[CH:25][C:24]([C:27]([CH3:33])([CH3:32])[CH2:28][CH2:29][CH2:30][CH3:31])=[CH:23][CH:22]=2)[N:13]=1)=[O:10])([CH3:7])([CH3:6])[CH3:5].[C:42]1([S:48](Cl)(=[O:50])=[O:49])[CH:47]=[CH:46][CH:45]=[CH:44][CH:43]=1.C(N(CC)CC)C. (3) Given the product [C:21]([O:25][C:26]([N:28]1[C:36]2[C:31](=[CH:32][CH:33]=[CH:34][CH:35]=2)[CH:30]=[C:29]1[C:2]1[CH:3]=[CH:4][C:5]([Cl:20])=[C:6]([NH:8][S:9]([CH2:12][C:13]2[CH:18]=[CH:17][CH:16]=[C:15]([Cl:19])[CH:14]=2)(=[O:11])=[O:10])[CH:7]=1)=[O:27])([CH3:24])([CH3:22])[CH3:23], predict the reactants needed to synthesize it. The reactants are: Br[C:2]1[CH:3]=[CH:4][C:5]([Cl:20])=[C:6]([NH:8][S:9]([CH2:12][C:13]2[CH:18]=[CH:17][CH:16]=[C:15]([Cl:19])[CH:14]=2)(=[O:11])=[O:10])[CH:7]=1.[C:21]([O:25][C:26]([N:28]1[C:36]2[C:31](=[CH:32][CH:33]=[CH:34][CH:35]=2)[CH:30]=[C:29]1B(O)O)=[O:27])([CH3:24])([CH3:23])[CH3:22].[F-].[Cs+].O1CCOCC1. (4) Given the product [O:1]1[CH:6]=[CH:5][CH:3]=[C:2]1[C:8]1[CH:9]=[C:10]([CH:13]=[CH:14][CH:15]=1)[CH:11]=[O:12], predict the reactants needed to synthesize it. The reactants are: [O:1]1[CH2:6][CH2:5]O[CH2:3][CH2:2]1.Br[C:8]1[CH:9]=[C:10]([CH:13]=[CH:14][CH:15]=1)[CH:11]=[O:12].[F-].[K+]. (5) Given the product [CH:8]1([N:11]2[C:15]([C:16]3[CH:17]=[C:18]([CH:22]4[CH2:31][C:30]([CH3:32])([CH3:33])[C:29]5[C:24](=[CH:25][CH:26]=[C:27]([C:34]([NH:7][S:4]([CH3:3])(=[O:6])=[O:5])=[O:35])[CH:28]=5)[NH:23]4)[CH:19]=[CH:20][CH:21]=3)=[N:14][N:13]=[N:12]2)[CH2:10][CH2:9]1, predict the reactants needed to synthesize it. The reactants are: [H-].[Na+].[CH3:3][S:4]([NH2:7])(=[O:6])=[O:5].[CH:8]1([N:11]2[C:15]([C:16]3[CH:17]=[C:18]([CH:22]4[CH2:31][C:30]([CH3:33])([CH3:32])[C:29]5[C:24](=[CH:25][CH:26]=[C:27]([C:34](O)=[O:35])[CH:28]=5)[NH:23]4)[CH:19]=[CH:20][CH:21]=3)=[N:14][N:13]=[N:12]2)[CH2:10][CH2:9]1.C(N1C=CN=C1)(N1C=CN=C1)=O. (6) Given the product [CH:1]1[C:9]2[C:8]3[CH:10]=[CH:11][CH:12]=[CH:13][C:7]=3[O:6][C:5]=2[C:4]([C:14]2[CH:20]=[CH:19][C:17]([NH:18][CH2:27][C:26]3[CH:25]=[CH:24][C:23]([C:22]([F:21])([F:31])[F:32])=[CH:30][CH:29]=3)=[CH:16][CH:15]=2)=[CH:3][CH:2]=1, predict the reactants needed to synthesize it. The reactants are: [CH:1]1[C:9]2[C:8]3[CH:10]=[CH:11][CH:12]=[CH:13][C:7]=3[O:6][C:5]=2[C:4]([C:14]2[CH:20]=[CH:19][C:17]([NH2:18])=[CH:16][CH:15]=2)=[CH:3][CH:2]=1.[F:21][C:22]([F:32])([F:31])[C:23]1[CH:30]=[CH:29][C:26]([CH:27]=O)=[CH:25][CH:24]=1. (7) Given the product [F:8][C:7]1[CH:6]=[CH:5][C:4]([NH:9][C:10]2[N:15]=[C:14]3[S:16][C:17]([NH:19][C:20]([CH:22]4[CH2:23][CH2:24]4)=[O:21])=[N:18][C:13]3=[CH:12][CH:11]=2)=[CH:3][C:2]=1[NH:1][C:26](=[O:27])[NH:25][C:28]1[CH:33]=[CH:32][C:31]([C:34]([F:35])([F:37])[F:36])=[CH:30][CH:29]=1, predict the reactants needed to synthesize it. The reactants are: [NH2:1][C:2]1[CH:3]=[C:4]([NH:9][C:10]2[N:15]=[C:14]3[S:16][C:17]([NH:19][C:20]([CH:22]4[CH2:24][CH2:23]4)=[O:21])=[N:18][C:13]3=[CH:12][CH:11]=2)[CH:5]=[CH:6][C:7]=1[F:8].[N:25]([C:28]1[CH:33]=[CH:32][C:31]([C:34]([F:37])([F:36])[F:35])=[CH:30][CH:29]=1)=[C:26]=[O:27]. (8) Given the product [CH:1]1([N:6]2[CH2:12][C:11]([F:14])([F:13])[C:10](=[O:15])[N:9]([CH3:16])[C:8]3[CH:17]=[N:18][C:19]([NH:21][C:22]4[CH:30]=[CH:29][C:25]([C:26]([NH:66][CH:63]5[CH2:64][CH2:65][N:60]([CH3:59])[CH2:61][CH2:62]5)=[O:27])=[CH:24][C:23]=4[C:31]([F:33])([F:34])[F:32])=[N:20][C:7]2=3)[CH2:5][CH2:4][CH2:3][CH2:2]1, predict the reactants needed to synthesize it. The reactants are: [CH:1]1([N:6]2[CH2:12][C:11]([F:14])([F:13])[C:10](=[O:15])[N:9]([CH3:16])[C:8]3[CH:17]=[N:18][C:19]([NH:21][C:22]4[CH:30]=[CH:29][C:25]([C:26](O)=[O:27])=[CH:24][C:23]=4[C:31]([F:34])([F:33])[F:32])=[N:20][C:7]2=3)[CH2:5][CH2:4][CH2:3][CH2:2]1.CN(C(ON1N=NC2C=CC=NC1=2)=[N+](C)C)C.F[P-](F)(F)(F)(F)F.[CH3:59][N:60]1[CH2:65][CH2:64][CH:63]([NH2:66])[CH2:62][CH2:61]1. (9) Given the product [CH2:1]([N:4]1[C:8]2[CH:9]=[C:10]([C:26]([O:28][CH3:29])=[O:27])[C:11]3[CH2:12][CH2:13][C:14]4([NH:23][C:24]=3[C:7]=2[N:6]=[C:5]1[CH3:30])[CH2:22][C:21]1[C:16](=[CH:17][CH:18]=[CH:19][CH:20]=1)[CH2:15]4)[CH:2]=[CH2:3], predict the reactants needed to synthesize it. The reactants are: [CH2:1]([N:4]1[C:8]2[CH:9]=[C:10]([C:26]([O:28][CH3:29])=[O:27])[C:11]3[C:12](=O)[CH2:13][C:14]4([NH:23][C:24]=3[C:7]=2[N:6]=[C:5]1[CH3:30])[CH2:22][C:21]1[C:16](=[CH:17][CH:18]=[CH:19][CH:20]=1)[CH2:15]4)[CH:2]=[CH2:3].C([SiH](CC)CC)C.